From a dataset of Catalyst prediction with 721,799 reactions and 888 catalyst types from USPTO. Predict which catalyst facilitates the given reaction. Reactant: [N:1]1([C:7]2[N:8]=[C:9]3[CH2:16][CH2:15][NH:14][CH2:13][C:10]3=[N:11][CH:12]=2)[CH2:6][CH2:5][O:4][CH2:3][CH2:2]1.[Na+].[I-].C([O-])([O-])=O.[K+].[K+].Cl[CH2:26][C:27]([N:29]1[CH2:34][CH2:33][N:32]([CH:35]2[CH2:38][CH2:37][CH2:36]2)[CH2:31][CH2:30]1)=[O:28]. Product: [CH:35]1([N:32]2[CH2:33][CH2:34][N:29]([C:27](=[O:28])[CH2:26][N:14]3[CH2:15][CH2:16][C:9]4[C:10](=[N:11][CH:12]=[C:7]([N:1]5[CH2:2][CH2:3][O:4][CH2:5][CH2:6]5)[N:8]=4)[CH2:13]3)[CH2:30][CH2:31]2)[CH2:38][CH2:37][CH2:36]1. The catalyst class is: 291.